This data is from Catalyst prediction with 721,799 reactions and 888 catalyst types from USPTO. The task is: Predict which catalyst facilitates the given reaction. (1) Reactant: [F:1][C:2]1[CH:7]=[C:6]([O:8][CH3:9])[CH:5]=[C:4]([F:10])[C:3]=1[C:11]1[N:16]=[C:15]([C:17]([O:19]C)=[O:18])[CH:14]=[CH:13][C:12]=1[F:21].[Li+].[OH-]. Product: [F:1][C:2]1[CH:7]=[C:6]([O:8][CH3:9])[CH:5]=[C:4]([F:10])[C:3]=1[C:11]1[N:16]=[C:15]([C:17]([OH:19])=[O:18])[CH:14]=[CH:13][C:12]=1[F:21]. The catalyst class is: 36. (2) Reactant: [F:1][C:2]1[CH:33]=[C:32]([F:34])[CH:31]=[CH:30][C:3]=1[O:4][C:5]1[N:10]=[C:9]2[N:11](COCC[Si](C)(C)C)[N:12]=[C:13]([CH:14]=[CH:15][C:16]3[CH:21]=[CH:20][CH:19]=[CH:18][CH:17]=3)[C:8]2=[CH:7][N:6]=1.Cl. Product: [F:1][C:2]1[CH:33]=[C:32]([F:34])[CH:31]=[CH:30][C:3]=1[O:4][C:5]1[N:10]=[C:9]2[NH:11][N:12]=[C:13]([CH:14]=[CH:15][C:16]3[CH:21]=[CH:20][CH:19]=[CH:18][CH:17]=3)[C:8]2=[CH:7][N:6]=1. The catalyst class is: 275. (3) Reactant: Br[C:2]1[CH:3]=[C:4]2[C:9](=[CH:10][CH:11]=1)[C:8](=[O:12])[NH:7][N:6]=[C:5]2[Cl:13].[NH2:14][CH2:15][C:16]1[CH:21]=[CH:20][CH:19]=[CH:18][N:17]=1.C1C=CC(P(C2C(C3C(P(C4C=CC=CC=4)C4C=CC=CC=4)=CC=C4C=3C=CC=C4)=C3C(C=CC=C3)=CC=2)C2C=CC=CC=2)=CC=1.CC([O-])(C)C.[Na+]. Product: [Cl:13][C:5]1[C:4]2[C:9](=[CH:10][CH:11]=[C:2]([NH:14][CH2:15][C:16]3[CH:21]=[CH:20][CH:19]=[CH:18][N:17]=3)[CH:3]=2)[C:8](=[O:12])[NH:7][N:6]=1. The catalyst class is: 686. (4) Reactant: [NH2:1][C:2]([C:4]1[CH:5]=[N:6][C:7]2[C:12]([C:13]=1[NH:14][C:15]1[CH:16]=[C:17]([CH:23]=[CH:24][CH:25]=1)[C:18]([O:20][CH2:21][CH3:22])=[O:19])=[CH:11][CH:10]=[C:9](Br)[CH:8]=2)=[O:3].[O:27]=[C:28]1[C:37]2[C:32](=[CH:33][CH:34]=[C:35](B(O)O)[CH:36]=2)[NH:31][CH:30]=[N:29]1.C(=O)([O-])[O-].[K+].[K+]. Product: [NH2:1][C:2]([C:4]1[CH:5]=[N:6][C:7]2[C:12]([C:13]=1[NH:14][C:15]1[CH:16]=[C:17]([CH:23]=[CH:24][CH:25]=1)[C:18]([O:20][CH2:21][CH3:22])=[O:19])=[CH:11][CH:10]=[C:9]([C:35]1[CH:36]=[C:37]3[C:32](=[CH:33][CH:34]=1)[NH:31][CH:30]=[N:29][C:28]3=[O:27])[CH:8]=2)=[O:3]. The catalyst class is: 70.